This data is from NCI-60 drug combinations with 297,098 pairs across 59 cell lines. The task is: Regression. Given two drug SMILES strings and cell line genomic features, predict the synergy score measuring deviation from expected non-interaction effect. (1) Drug 1: C1C(C(OC1N2C=NC3=C(N=C(N=C32)Cl)N)CO)O. Drug 2: COC1=C2C(=CC3=C1OC=C3)C=CC(=O)O2. Cell line: OVCAR-8. Synergy scores: CSS=28.9, Synergy_ZIP=-1.05, Synergy_Bliss=-3.37, Synergy_Loewe=-21.2, Synergy_HSA=-3.22. (2) Drug 1: CC(C)CN1C=NC2=C1C3=CC=CC=C3N=C2N. Drug 2: C(CN)CNCCSP(=O)(O)O. Cell line: T-47D. Synergy scores: CSS=1.16, Synergy_ZIP=-0.313, Synergy_Bliss=-0.876, Synergy_Loewe=-5.05, Synergy_HSA=-2.96. (3) Drug 1: CN1CCC(CC1)COC2=C(C=C3C(=C2)N=CN=C3NC4=C(C=C(C=C4)Br)F)OC. Drug 2: CCCCC(=O)OCC(=O)C1(CC(C2=C(C1)C(=C3C(=C2O)C(=O)C4=C(C3=O)C=CC=C4OC)O)OC5CC(C(C(O5)C)O)NC(=O)C(F)(F)F)O. Cell line: CCRF-CEM. Synergy scores: CSS=-0.820, Synergy_ZIP=-1.42, Synergy_Bliss=-4.38, Synergy_Loewe=-5.34, Synergy_HSA=-5.40. (4) Synergy scores: CSS=59.1, Synergy_ZIP=0.783, Synergy_Bliss=0.312, Synergy_Loewe=6.50, Synergy_HSA=5.68. Drug 2: CC1C(C(CC(O1)OC2CC(CC3=C2C(=C4C(=C3O)C(=O)C5=C(C4=O)C(=CC=C5)OC)O)(C(=O)CO)O)N)O.Cl. Drug 1: CCN(CC)CCNC(=O)C1=C(NC(=C1C)C=C2C3=C(C=CC(=C3)F)NC2=O)C. Cell line: HL-60(TB).